Dataset: Full USPTO retrosynthesis dataset with 1.9M reactions from patents (1976-2016). Task: Predict the reactants needed to synthesize the given product. Given the product [S:1](=[O:3])(=[O:2])([OH:5])[O-:4].[F:14][C:13]([F:16])([F:15])[C:10]1[CH:11]=[CH:12][C:7]([N+:6]#[N:20])=[C:8]([N+:17]([O-:19])=[O:18])[CH:9]=1, predict the reactants needed to synthesize it. The reactants are: [S:1](=[O:5])(=[O:4])([OH:3])[OH:2].[NH2:6][C:7]1[CH:12]=[CH:11][C:10]([C:13]([F:16])([F:15])[F:14])=[CH:9][C:8]=1[N+:17]([O-:19])=[O:18].[N:20]([O-])=O.[Na+].